From a dataset of Full USPTO retrosynthesis dataset with 1.9M reactions from patents (1976-2016). Predict the reactants needed to synthesize the given product. Given the product [F:1][C:2]1([F:24])[CH2:7][CH2:6][CH:5]([CH2:8][NH:9][C:10]([C:12]2[C:13]3[CH:14]=[CH:15][C:16]([NH:25][CH2:26][CH2:27][CH2:28][OH:29])=[N:17][C:18]=3[CH:19]=[CH:20][C:21]=2[Cl:22])=[O:11])[CH2:4][CH2:3]1, predict the reactants needed to synthesize it. The reactants are: [F:1][C:2]1([F:24])[CH2:7][CH2:6][CH:5]([CH2:8][NH:9][C:10]([C:12]2[C:13]3[CH:14]=[CH:15][C:16](Cl)=[N:17][C:18]=3[CH:19]=[CH:20][C:21]=2[Cl:22])=[O:11])[CH2:4][CH2:3]1.[NH2:25][CH2:26][CH2:27][CH2:28][OH:29].